Dataset: Reaction yield outcomes from USPTO patents with 853,638 reactions. Task: Predict the reaction yield, written as a fraction of the theoretical maximum amount of product (1.0 means a 100% yield; for example, 0.34 means a 34% yield). The reactants are [Cl:1][C:2]1[CH:39]=[CH:38][C:5]2[N:6]([CH3:37])[C:7](=[O:36])[CH:8]([CH2:25][C:26]3[CH:35]=[CH:34][C:33]4[C:28](=[CH:29][CH:30]=[CH:31][CH:32]=4)[CH:27]=3)[N:9]=[C:10]([N:11]3[CH2:16][CH2:15][CH:14]([NH:17]C(=O)OC(C)(C)C)[CH2:13][CH2:12]3)[C:4]=2[CH:3]=1.FC(F)(F)C(O)=O. The catalyst is ClCCl. The product is [NH2:17][CH:14]1[CH2:13][CH2:12][N:11]([C:10]2[C:4]3[CH:3]=[C:2]([Cl:1])[CH:39]=[CH:38][C:5]=3[N:6]([CH3:37])[C:7](=[O:36])[CH:8]([CH2:25][C:26]3[CH:35]=[CH:34][C:33]4[C:28](=[CH:29][CH:30]=[CH:31][CH:32]=4)[CH:27]=3)[N:9]=2)[CH2:16][CH2:15]1. The yield is 0.290.